This data is from Forward reaction prediction with 1.9M reactions from USPTO patents (1976-2016). The task is: Predict the product of the given reaction. (1) Given the reactants [OH:1][C:2]1[CH:7]=[CH:6][C:5]([CH:8]2[CH2:13][CH2:12][N:11]([C:14]([O:16][C:17]([CH3:20])([CH3:19])[CH3:18])=[O:15])[CH2:10][CH:9]2[O:21][CH2:22][C:23]2[CH:32]=[CH:31][C:30]3[C:25](=[CH:26][CH:27]=[CH:28][CH:29]=3)[C:24]=2[O:33][CH2:34][CH2:35][O:36][CH3:37])=[CH:4][CH:3]=1.Br[CH2:39][C:40]1[CH:41]=[C:42]([CH:45]=[CH:46][CH:47]=1)[C:43]#[N:44], predict the reaction product. The product is: [C:43]([C:42]1[CH:41]=[C:40]([CH:47]=[CH:46][CH:45]=1)[CH2:39][O:1][C:2]1[CH:3]=[CH:4][C:5]([CH:8]2[CH2:13][CH2:12][N:11]([C:14]([O:16][C:17]([CH3:20])([CH3:19])[CH3:18])=[O:15])[CH2:10][CH:9]2[O:21][CH2:22][C:23]2[CH:32]=[CH:31][C:30]3[C:25](=[CH:26][CH:27]=[CH:28][CH:29]=3)[C:24]=2[O:33][CH2:34][CH2:35][O:36][CH3:37])=[CH:6][CH:7]=1)#[N:44]. (2) The product is: [Br:46][CH2:27][C:3]1[C:2]([CH3:1])=[CH:26][C:6]2[N:7]=[C:8]3[C:13]([N:14]([CH2:15][CH2:16][CH2:17][C:18]4[CH:19]=[CH:20][CH:21]=[CH:22][CH:23]=4)[C:5]=2[CH:4]=1)=[N:12][C:11](=[O:24])[NH:10][C:9]3=[O:25]. Given the reactants [CH3:1][C:2]1[C:3]([CH3:27])=[CH:4][C:5]2[N:14]([CH2:15][CH2:16][CH2:17][C:18]3[CH:23]=[CH:22][CH:21]=[CH:20][CH:19]=3)[C:13]3[C:8]([C:9](=[O:25])[NH:10][C:11](=[O:24])[N:12]=3)=[N:7][C:6]=2[CH:26]=1.C(OOC(=O)C1C=CC=CC=1)(=O)C1C=CC=CC=1.[Br:46]Br, predict the reaction product. (3) Given the reactants [CH3:1][O:2][C:3]1[CH:34]=[CH:33][C:6]([C:7]([NH:9][C:10]2[CH:15]=[CH:14][CH:13]=[CH:12][C:11]=2[N:16]2[CH:24](OCC)[C:23]3[CH:22]=[C:21]4[CH:28]=[CH:29][CH:30]=[CH:31][C:20]4=[CH:19][C:18]=3[C:17]2=[O:32])=[O:8])=[CH:5][CH:4]=1.[CH2:35]([O:37][C:38]([O:40][Si](C)(C)C)=[CH2:39])[CH3:36].B(F)(F)F.CCOCC, predict the reaction product. The product is: [CH3:1][O:2][C:3]1[CH:4]=[CH:5][C:6]([C:7]([NH:9][C:10]2[CH:15]=[CH:14][CH:13]=[CH:12][C:11]=2[N:16]2[CH:24]([CH2:39][C:38]([O:37][CH2:35][CH3:36])=[O:40])[C:23]3[CH:22]=[C:21]4[CH:28]=[CH:29][CH:30]=[CH:31][C:20]4=[CH:19][C:18]=3[C:17]2=[O:32])=[O:8])=[CH:33][CH:34]=1.